This data is from Reaction yield outcomes from USPTO patents with 853,638 reactions. The task is: Predict the reaction yield, written as a fraction of the theoretical maximum amount of product (1.0 means a 100% yield; for example, 0.34 means a 34% yield). (1) The reactants are [OH:1][C:2]1[C:3]([C:18](=[N:20][NH:21][C:22]([C:24]2[CH:33]=[CH:32][C:27]([C:28]([O:30]C)=[O:29])=[CH:26][CH:25]=2)=[O:23])[CH3:19])=[N:4][N:5]([CH3:17])[C:6]=1[C:7]1[CH:12]=[CH:11][CH:10]=[C:9]([C:13]([F:16])([F:15])[F:14])[CH:8]=1.CO.[OH-].[Na+].Cl. The catalyst is O. The product is [OH:1][C:2]1[C:3]([C:18](=[N:20][NH:21][C:22]([C:24]2[CH:25]=[CH:26][C:27]([C:28]([OH:30])=[O:29])=[CH:32][CH:33]=2)=[O:23])[CH3:19])=[N:4][N:5]([CH3:17])[C:6]=1[C:7]1[CH:12]=[CH:11][CH:10]=[C:9]([C:13]([F:14])([F:15])[F:16])[CH:8]=1. The yield is 0.550. (2) The reactants are C(NC(C)C)(C)C.C([Li])CCC.[CH3:13][O:14][C:15]([N:17]1[CH2:22][CH2:21][C:20](=[O:23])[N:19]([CH3:24])[C@@H:18]1[C:25]([CH3:28])([CH3:27])[CH3:26])=[O:16].[F:29][C:30]1[CH:35]=[C:34]([F:36])[CH:33]=[CH:32][C:31]=1[CH2:37][C@@H:38]([CH2:41]I)[CH2:39][CH3:40]. The catalyst is C1COCC1. The product is [CH3:13][O:14][C:15]([N:17]1[CH2:22][CH:21]([CH2:41][CH:38]([CH2:37][C:31]2[CH:32]=[CH:33][C:34]([F:36])=[CH:35][C:30]=2[F:29])[CH2:39][CH3:40])[C:20](=[O:23])[N:19]([CH3:24])[CH:18]1[C:25]([CH3:28])([CH3:27])[CH3:26])=[O:16]. The yield is 0.460. (3) The reactants are [OH:1][C:2]1[CH:9]=[CH:8][C:5]([CH:6]=[O:7])=[CH:4][CH:3]=1.C(=O)([O-])[O-].[K+].[K+].Br[CH2:17][CH2:18][CH2:19][C:20]([O:22][CH2:23][CH3:24])=[O:21]. The catalyst is C(#N)C. The product is [CH2:23]([O:22][C:20]([CH2:19][CH2:18][CH2:17][O:1][C:2]1[CH:9]=[CH:8][C:5]([CH:6]=[O:7])=[CH:4][CH:3]=1)=[O:21])[CH3:24]. The yield is 0.698. (4) The reactants are [Cl:1][C:2]1[CH:3]=[C:4]([N:11]([C:16]2[C:35]([CH:36]3[CH2:38][CH2:37]3)=[CH:34][C:19]3[C:20]([C:30]([NH:32][CH3:33])=[O:31])=[C:21]([C:23]4[CH:28]=[CH:27][C:26]([Cl:29])=[CH:25][CH:24]=4)[O:22][C:18]=3[CH:17]=2)[S:12]([CH3:15])(=[O:14])=[O:13])[CH:5]=[CH:6][C:7]=1[N+:8]([O-])=O. The catalyst is [Pt].CO.C1COCC1. The product is [NH2:8][C:7]1[CH:6]=[CH:5][C:4]([N:11]([C:16]2[C:35]([CH:36]3[CH2:38][CH2:37]3)=[CH:34][C:19]3[C:20]([C:30]([NH:32][CH3:33])=[O:31])=[C:21]([C:23]4[CH:24]=[CH:25][C:26]([Cl:29])=[CH:27][CH:28]=4)[O:22][C:18]=3[CH:17]=2)[S:12]([CH3:15])(=[O:14])=[O:13])=[CH:3][C:2]=1[Cl:1]. The yield is 0.950. (5) The reactants are O[CH2:2][CH2:3][CH2:4][O:5][CH2:6][C@H:7]([NH:9]S(C1C=CC=CC=1[N+]([O-])=O)(=O)=O)[CH3:8].C1(P(C2C=CC=CC=2)C2C=CC=CC=2)C=CC=CC=1.N(C(OCC)=O)=NC(OCC)=O.C1(C)C=CC=CC=1.C(O)(=O)CS.O.[OH-].[Li+].[OH-].[Na+].[C:70](O[C:70]([O:72][C:73]([CH3:76])([CH3:75])[CH3:74])=[O:71])([O:72][C:73]([CH3:76])([CH3:75])[CH3:74])=[O:71]. The catalyst is C1COCC1.O. The product is [C:73]([O:72][C:70]([N:9]1[CH2:2][CH2:3][CH2:4][O:5][CH2:6][C@H:7]1[CH3:8])=[O:71])([CH3:76])([CH3:75])[CH3:74]. The yield is 0.560. (6) The reactants are N1C=CC=CC=1C1O[C:9]2[CH2:10][N:11]([C:16]3[CH:17]=[C:18]([CH:21]=[CH:22]C=3)C#N)[CH2:12][CH2:13][C:14]=2[N:15]=1.[CH3:24][O:25][C:26]1[CH:27]=[C:28]([CH:32]=[CH:33][CH:34]=1)[C:29]([OH:31])=O.BrC1C=CC=C[N:37]=1. No catalyst specified. The product is [CH3:24][O:25][C:26]1[CH:27]=[C:28]([C:29]2[O:31][C:9]3[CH2:10][N:11]([C:16]4[CH:17]=[CH:18][CH:21]=[CH:22][N:37]=4)[CH2:12][CH2:13][C:14]=3[N:15]=2)[CH:32]=[CH:33][CH:34]=1. The yield is 0.0100. (7) The reactants are [CH2:1]1[CH:9]2[CH:4]([CH2:5][N:6]([C:10]([O:12][C:13]([CH3:16])([CH3:15])[CH3:14])=[O:11])[CH2:7][CH2:8]2)[CH2:3][NH:2]1.I[C:18]1[CH:19]=[CH:20][CH:21]=[C:22]2[C:27]=1[N:26]=[CH:25][C:24]([S:28]([C:31]1[CH:36]=[CH:35][CH:34]=[C:33]([O:37][C:38]([F:41])([F:40])[F:39])[CH:32]=1)(=[O:30])=[O:29])=[CH:23]2. No catalyst specified. The product is [F:41][C:38]([F:39])([F:40])[O:37][C:33]1[CH:32]=[C:31]([S:28]([C:24]2[CH:25]=[N:26][C:27]3[C:22]([CH:23]=2)=[CH:21][CH:20]=[CH:19][C:18]=3[N:2]2[CH2:1][CH:9]3[CH:4]([CH2:5][N:6]([C:10]([O:12][C:13]([CH3:16])([CH3:15])[CH3:14])=[O:11])[CH2:7][CH2:8]3)[CH2:3]2)(=[O:29])=[O:30])[CH:36]=[CH:35][CH:34]=1. The yield is 0.540. (8) The reactants are Cl[C:2]1[N:7]=[C:6]([O:8][CH3:9])[C:5]([C@@:10]2([CH3:17])[CH2:15][CH2:14][CH2:13][NH:12][C:11]2=[O:16])=[CH:4][CH:3]=1.[CH3:18][N:19]1[C:27]2[C:22](=[CH:23][C:24](B(O)O)=[CH:25][CH:26]=2)[CH:21]=[CH:20]1.C([O-])([O-])=O.[Na+].[Na+]. The catalyst is C1C=CC(P(C2C=CC=CC=2)[C-]2C=CC=C2)=CC=1.C1C=CC(P(C2C=CC=CC=2)[C-]2C=CC=C2)=CC=1.Cl[Pd]Cl.[Fe+2].C(Cl)Cl.O1CCOCC1. The product is [CH3:9][O:8][C:6]1[C:5]([C@@:10]2([CH3:17])[CH2:15][CH2:14][CH2:13][NH:12][C:11]2=[O:16])=[CH:4][CH:3]=[C:2]([C:24]2[CH:23]=[C:22]3[C:27](=[CH:26][CH:25]=2)[N:19]([CH3:18])[CH:20]=[CH:21]3)[N:7]=1. The yield is 0.940. (9) The reactants are [Cl:1][C:2]1[CH:7]=[C:6]([Cl:8])[CH:5]=[CH:4][C:3]=1[N:9]1[C:15]2=[N:16][C:17]3[CH:22]=[CH:21][CH:20]=[C:19]([N:23]([CH2:26][CH3:27])[CH2:24][CH3:25])[C:18]=3[N:14]2[CH2:13][CH:12]([OH:28])[CH2:11][CH2:10]1.C(#N)C. The catalyst is O.[Ru]([O-])(=O)(=O)=O.C([N+](CCC)(CCC)CCC)CC. The product is [Cl:1][C:2]1[CH:7]=[C:6]([Cl:8])[CH:5]=[CH:4][C:3]=1[N:9]1[C:15]2=[N:16][C:17]3[CH:22]=[CH:21][CH:20]=[C:19]([N:23]([CH2:26][CH3:27])[CH2:24][CH3:25])[C:18]=3[N:14]2[CH2:13][C:12](=[O:28])[CH2:11][CH2:10]1. The yield is 0.440. (10) The reactants are [Cl:1][C:2]1[CH:7]=[CH:6][N:5]=[C:4]2[CH:8]=[C:9]([C:11]([OH:13])=O)[S:10][C:3]=12.[CH3:14][N:15]([C@@H:23]1[CH2:27][CH2:26][NH:25][CH2:24]1)[C:16](=[O:22])[O:17][C:18]([CH3:21])([CH3:20])[CH3:19].CCN(CC)CC. The catalyst is O=S(Cl)Cl. The product is [Cl:1][C:2]1[CH:7]=[CH:6][N:5]=[C:4]2[CH:8]=[C:9]([C:11]([N:25]3[CH2:26][CH2:27][C@@H:23]([N:15]([CH3:14])[C:16](=[O:22])[O:17][C:18]([CH3:19])([CH3:20])[CH3:21])[CH2:24]3)=[O:13])[S:10][C:3]=12. The yield is 0.00300.